Dataset: Drug-target binding data from BindingDB using Kd measurements. Task: Regression. Given a target protein amino acid sequence and a drug SMILES string, predict the binding affinity score between them. We predict pKd (pKd = -log10(Kd in M); higher means stronger binding). Dataset: bindingdb_kd. (1) The compound is CCN(CC)CCNC(=O)c1c(C)[nH]c(/C=C2\C(=O)Nc3ccc(F)cc32)c1C. The target protein sequence is HHSTVADGLITTLHYPAPKRNKPTVYGVSPNYDKWEMERTDITMKHKLGGGQYGEVYEGVWKKYSLTVAVKTLKEDTMEVEEFLKEAAVMKEIKHPNLVQLLGVCTREPPFYIITEFMTYGNLLDYLRECNRQEVNAVVLLYMATQISSATEYLEKKNFIHRDLAARNCLVGENHLVKVADFGLSRLMTGDTYTAHAGAKFPIKWTAPESLAYNKFSIKSDVWAFGVLLWEIATYGMSPYPGIDLSQVYELLEKDYRMERPEGCPEKVYELMRACWQWNPSDRPSFAEIHQAFETMFQES. The pKd is 6.3. (2) The small molecule is CCCCCCC(C)(C)c1ccc([C@@H]2C[C@H](O)CC[C@H]2CCCO)c(O)c1. The target protein sequence is MKSILDGLADTTFRTITTDLLYVGSNDIQYEDIKGDMASKLGYFPQKFPLTSFRGSPFQEKMTAGDNPQLVPADQVNITEFYNKSLSSFKENEENIQCGENFMDIECFMVLNPSQQLAIAVLSLTLGTFTVLENLLVLCVILHSRSLRCRPSYHFIGSLAVADLLGSVIFVYSFIDFHVFHRKDSRNVFLFKLGGVTASFTASVGSLFLTAIDRYISIHRPLAYKRIVTRPKAVVAFCLMWTIAIVIAVLPLLGWNCEKLQSVCSDIFPHIDETYLMFWIGVTSVLLLFIVYAYMYILWKAHSHAVRMIQRGTQKSIIIHTSEDGKVQVTRPDQARMDIRAAKTLVLILVVLIICWGPLLAIMVYDVFGKMNKLIKTVFAFCSMLCLLNSTVNPIIYALRSKDLRHAFRSMFPSCEGTAQPLDNSMGDSDCLHKHANNAASVHRAAESCIKSTVKIAKVTMSVSTDTSAEAL. The pKd is 9.0. (3) The small molecule is CCOc1cc2ncc(C#N)c(Nc3ccc(F)c(Cl)c3)c2cc1NC(=O)/C=C/CN(C)C. The target protein (Q3U3Q1) has sequence MAGPSWGLPRLDGFILTERLGSGTYATVYKAYAKKDTREVVAIKCVAKKSLNKASVENLLTEIEILKGIRHPHIVQLKDFQWDNDNIYLIMEFCAGGDLSRFIHTRRILPEKVARVFMQQLASALQFLHERNISHLDLKPQNILLSSLEKPHLKLADFGFAQHMSPWDEKHVLRGSPLYMAPEMVCRRQYDARVDLWSVGVILYEALFGQPPFASRSFSELEEKIRSNRVIELPLRPQLSLDCRDLLQRLLERDPARRISFKDFFAHPWVDLEHMPSGESLAQARALVVEAVKKDQEGDAAAALSLYCKALDFFVPALHYEVDAQRKEAIKAKVGQYVSRAEELKAIVSSSNQALLRQGTTVQELLREMARDKPRLLAALEVASAALAKEEEAGKEQDALDLYQHSLGELLVLLAAEAPGRRRELLHTEVQNLMARAEYLKEQIKIRESHWEAESLDKEGLSESVRSSCTLQ. The pKd is 5.4.